This data is from Drug-target binding data from BindingDB using Ki measurements. The task is: Regression. Given a target protein amino acid sequence and a drug SMILES string, predict the binding affinity score between them. We predict pKi (pKi = -log10(Ki in M); higher means stronger inhibition). Dataset: bindingdb_ki. The pKi is 5.6. The target protein (P23526) has sequence MSDKLPYKVADIGLAAWGRKALDIAENEMPGLMRMRERYSASKPLKGARIAGCLHMTVETAVLIETLVTLGAEVQWSSCNIFSTQDHAAAAIAKAGIPVYAWKGETDEEYLWCIEQTLYFKDGPLNMILDDGGDLTNLIHTKYPQLLPGIRGISEETTTGVHNLYKMMANGILKVPAINVNDSVTKSKFDNLYGCRESLIDGIKRATDVMIAGKVAVVAGYGDVGKGCAQALRGFGARVIITEIDPINALQAAMEGYEVTTMDEACQEGNIFVTTTGCIDIILGRHFEQMKDDAIVCNIGHFDVEIDVKWLNENAVEKVNIKPQVDRYRLKNGRRIILLAEGRLVNLGCAMGHPSFVMSNSFTNQVMAQIELWTHPDKYPVGVHFLPKKLDEAVAEAHLGKLNVKLTKLTEKQAQYLGMSCDGPFKPDHYRY. The drug is NC(=O)[C@H]1OC(n2cnc3c(N)ncnc32)[C@H](O)[C@@H]1O.